This data is from Clinical trial toxicity outcomes and FDA approval status for drugs. The task is: Regression/Classification. Given a drug SMILES string, predict its toxicity properties. Task type varies by dataset: regression for continuous values (e.g., LD50, hERG inhibition percentage) or binary classification for toxic/non-toxic outcomes (e.g., AMES mutagenicity, cardiotoxicity, hepatotoxicity). Dataset: clintox. (1) The molecule is C[C@@H]([NH2+]CCCc1cccc(C(F)(F)F)c1)c1cccc2ccccc12. The result is 0 (passed clinical trial). (2) The molecule is O=C([O-])CCCC[C@@H]1SC[C@@H]2NC(=O)N[C@H]12. The result is 0 (passed clinical trial). (3) The drug is Cc1nnc([N-]S(=O)(=O)c2ccc(N)cc2)s1. The result is 0 (passed clinical trial).